The task is: Predict which catalyst facilitates the given reaction.. This data is from Catalyst prediction with 721,799 reactions and 888 catalyst types from USPTO. (1) Reactant: [Cl:1][C:2]1[N:3]=[C:4]([C:9]([NH:11][C@H:12]2[CH2:17][CH2:16][N:15]([C:18](OC(C)(C)C)=O)[CH2:14][C@H:13]2[O:25][CH3:26])=[O:10])[NH:5][C:6]=1[CH2:7][CH3:8].Cl.C(OCC)(=O)C.C(N(C(C)C)CC)(C)C.ClC1[S:45][C:46]([CH3:54])=[C:47]([C:49]([O:51][CH2:52][CH3:53])=[O:50])[N:48]=1.Cl. Product: [Cl:1][C:2]1[N:3]=[C:4]([C:9]([NH:11][C@H:12]2[CH2:17][CH2:16][N:15]([C:18]3[S:45][C:46]([CH3:54])=[C:47]([C:49]([O:51][CH2:52][CH3:53])=[O:50])[N:48]=3)[CH2:14][C@H:13]2[O:25][CH3:26])=[O:10])[NH:5][C:6]=1[CH2:7][CH3:8]. The catalyst class is: 5. (2) Reactant: [CH2:1]([O:8][C:9]1[C:10]2[N:11]([N:16]=[CH:17][C:18]=2[C:19]([O:21]C)=[O:20])[CH:12]=[C:13]([Cl:15])[N:14]=1)C1C=CC=CC=1.O.CO.Cl. Product: [Cl:15][C:13]1[N:14]=[C:9]([O:8][CH3:1])[C:10]2[N:11]([N:16]=[CH:17][C:18]=2[C:19]([OH:21])=[O:20])[CH:12]=1. The catalyst class is: 1.